This data is from Peptide-MHC class I binding affinity with 185,985 pairs from IEDB/IMGT. The task is: Regression. Given a peptide amino acid sequence and an MHC pseudo amino acid sequence, predict their binding affinity value. This is MHC class I binding data. (1) The peptide sequence is KYKLKHIVW. The MHC is HLA-B58:01 with pseudo-sequence HLA-B58:01. The binding affinity (normalized) is 0.0941. (2) The MHC is HLA-A11:01 with pseudo-sequence HLA-A11:01. The binding affinity (normalized) is 0. The peptide sequence is VLDQIDKNK. (3) The peptide sequence is TTDDSTSYY. The MHC is HLA-A25:01 with pseudo-sequence HLA-A25:01. The binding affinity (normalized) is 0.0847. (4) The peptide sequence is AMYVAIQAVL. The MHC is HLA-A02:01 with pseudo-sequence HLA-A02:01. The binding affinity (normalized) is 0.458. (5) The peptide sequence is DLSLGNQEL. The MHC is HLA-A02:11 with pseudo-sequence HLA-A02:11. The binding affinity (normalized) is 0.299.